Dataset: Full USPTO retrosynthesis dataset with 1.9M reactions from patents (1976-2016). Task: Predict the reactants needed to synthesize the given product. (1) Given the product [CH:1]([C:4]1[CH:5]=[C:6]([CH:12]=[CH:13][C:14]([NH:16][C:17]2[CH:18]=[C:19]([CH:25]=[CH:26][CH:27]=2)[C:20]([OH:22])=[O:21])=[O:15])[O:7][C:8]=1[CH:9]([CH3:10])[CH3:11])([CH3:2])[CH3:3], predict the reactants needed to synthesize it. The reactants are: [CH:1]([C:4]1[CH:5]=[C:6]([CH:12]=[CH:13][C:14]([NH:16][C:17]2[CH:18]=[C:19]([CH:25]=[CH:26][CH:27]=2)[C:20]([O:22]CC)=[O:21])=[O:15])[O:7][C:8]=1[CH:9]([CH3:11])[CH3:10])([CH3:3])[CH3:2].[OH-].[Li+]. (2) Given the product [CH3:1][N:2]1[CH2:25][CH2:24][C:5]2[N:6](/[CH:14]=[CH:15]/[C:17]3[CH:18]=[N:19][C:20]([CH3:23])=[CH:21][CH:22]=3)[C:7]3[CH:8]=[CH:9][C:10]([CH3:13])=[CH:11][C:12]=3[C:4]=2[CH2:3]1, predict the reactants needed to synthesize it. The reactants are: [CH3:1][N:2]1[CH2:25][CH2:24][C:5]2[N:6]([CH2:14][CH:15]([C:17]3[CH:18]=[N:19][C:20]([CH3:23])=[CH:21][CH:22]=3)O)[C:7]3[CH:8]=[CH:9][C:10]([CH3:13])=[CH:11][C:12]=3[C:4]=2[CH2:3]1.S(=O)(=O)(O)O.[OH-].[K+]. (3) Given the product [CH3:33][O:34][C:35]1[C:40]([NH:41][S:42]([CH3:45])(=[O:44])=[O:43])=[CH:39][C:38]([C:2]2[CH:10]=[C:9]3[C:5]([CH:6]=[N:7][N:8]3[S:11]([C:14]3[CH:19]=[CH:18][CH:17]=[CH:16][CH:15]=3)(=[O:13])=[O:12])=[C:4]([C:20]3[O:21][C:22]([CH2:25][N:26]4[CH2:32][CH2:31][CH2:30][O:29][CH2:28][CH2:27]4)=[N:23][N:24]=3)[CH:3]=2)=[CH:37][N:36]=1, predict the reactants needed to synthesize it. The reactants are: Br[C:2]1[CH:10]=[C:9]2[C:5]([CH:6]=[N:7][N:8]2[S:11]([C:14]2[CH:19]=[CH:18][CH:17]=[CH:16][CH:15]=2)(=[O:13])=[O:12])=[C:4]([C:20]2[O:21][C:22]([CH2:25][N:26]3[CH2:32][CH2:31][CH2:30][O:29][CH2:28][CH2:27]3)=[N:23][N:24]=2)[CH:3]=1.[CH3:33][O:34][C:35]1[C:40]([NH:41][S:42]([CH3:45])(=[O:44])=[O:43])=[CH:39][C:38](B2OC(C)(C)C(C)(C)O2)=[CH:37][N:36]=1.[O-]P([O-])([O-])=O.[K+].[K+].[K+].O.